Dataset: Full USPTO retrosynthesis dataset with 1.9M reactions from patents (1976-2016). Task: Predict the reactants needed to synthesize the given product. (1) Given the product [ClH:28].[ClH:28].[NH:17]1[CH2:18][CH2:19][CH:14]([NH:13][C:10]2[N:11]=[CH:12][C:7](/[CH:6]=[CH:5]/[C:4]([O:3][CH2:1][CH3:2])=[O:27])=[CH:8][CH:9]=2)[CH2:15][CH2:16]1, predict the reactants needed to synthesize it. The reactants are: [CH2:1]([O:3][C:4](=[O:27])/[CH:5]=[CH:6]/[C:7]1[CH:8]=[CH:9][C:10]([NH:13][CH:14]2[CH2:19][CH2:18][N:17](C(OC(C)(C)C)=O)[CH2:16][CH2:15]2)=[N:11][CH:12]=1)[CH3:2].[ClH:28]. (2) Given the product [CH:1]1[C:10]2[C:5](=[CH:6][CH:7]=[C:8]([C:11]3[C:12]4[C:17]([C:18]([Br:35])=[C:19]5[C:24]=3[CH:23]=[CH:22][CH:21]=[CH:20]5)=[CH:16][CH:15]=[CH:14][CH:13]=4)[CH:9]=2)[CH:4]=[CH:3][C:2]=1[C:25]1[CH:34]=[CH:33][C:32]2[C:27](=[CH:28][CH:29]=[CH:30][CH:31]=2)[CH:26]=1, predict the reactants needed to synthesize it. The reactants are: [CH:1]1[C:10]2[C:5](=[CH:6][CH:7]=[C:8]([C:11]3[C:12]4[C:17]([CH:18]=[C:19]5[C:24]=3[CH:23]=[CH:22][CH:21]=[CH:20]5)=[CH:16][CH:15]=[CH:14][CH:13]=4)[CH:9]=2)[CH:4]=[CH:3][C:2]=1[C:25]1[CH:34]=[CH:33][C:32]2[C:27](=[CH:28][CH:29]=[CH:30][CH:31]=2)[CH:26]=1.[Br:35]N1C(=O)CCC1=O.S([O-])([O-])(=O)=S.[Na+].[Na+].